The task is: Predict the product of the given reaction.. This data is from Forward reaction prediction with 1.9M reactions from USPTO patents (1976-2016). Given the reactants [CH2:1]([C@H:3]1[CH2:8][CH2:7][C@H:6]([CH:9]2[CH2:18][CH2:17][C:16]3[C:11](=[C:12]([F:21])[C:13]([F:20])=[C:14]([OH:19])[CH:15]=3)[O:10]2)[CH2:5][CH2:4]1)[CH3:2].I[CH2:23][CH3:24].C(=O)([O-])[O-].[K+].[K+].Cl, predict the reaction product. The product is: [CH2:23]([O:19][C:14]1[CH:15]=[C:16]2[C:11](=[C:12]([F:21])[C:13]=1[F:20])[O:10][CH:9]([C@H:6]1[CH2:5][CH2:4][C@H:3]([CH2:1][CH3:2])[CH2:8][CH2:7]1)[CH2:18][CH2:17]2)[CH3:24].